Task: Predict the reactants needed to synthesize the given product.. Dataset: Full USPTO retrosynthesis dataset with 1.9M reactions from patents (1976-2016) (1) Given the product [O:13]=[C:5]1[C@@H:4]([NH:14][C:15](=[O:24])[O:16][CH2:17][C:18]2[CH:23]=[CH:22][CH:21]=[CH:20][CH:19]=2)[CH2:3][CH2:2][S:1][C@H:7]2[CH2:8][CH2:9][CH2:10][CH2:11][N:6]12, predict the reactants needed to synthesize it. The reactants are: [SH:1][CH2:2][CH2:3][C@H:4]([NH:14][C:15](=[O:24])[O:16][CH2:17][C:18]1[CH:23]=[CH:22][CH:21]=[CH:20][CH:19]=1)[C:5](=[O:13])[NH:6][CH2:7][CH2:8][CH2:9][CH2:10][CH:11]=O.C(O)(C(F)(F)F)=O. (2) Given the product [CH2:1]([O:8][C:9]1[CH:14]=[CH:13][N:12]([CH2:15][CH2:16][C:17]2[CH:33]=[CH:32][C:20]3[CH2:21][CH2:22][NH:23][CH2:24][CH2:25][C:19]=3[CH:18]=2)[C:11](=[O:34])[CH:10]=1)[C:2]1[CH:3]=[CH:4][CH:5]=[CH:6][CH:7]=1, predict the reactants needed to synthesize it. The reactants are: [CH2:1]([O:8][C:9]1[CH:14]=[CH:13][N:12]([CH2:15][CH2:16][C:17]2[CH:33]=[CH:32][C:20]3[CH2:21][CH2:22][N:23](C(=O)C(F)(F)F)[CH2:24][CH2:25][C:19]=3[CH:18]=2)[C:11](=[O:34])[CH:10]=1)[C:2]1[CH:7]=[CH:6][CH:5]=[CH:4][CH:3]=1.[OH-].[Na+]. (3) Given the product [CH:32]([CH:12]1[C:11]2[CH:10]=[C:9]([NH:8][C:1]([O:3][C:4]([CH3:7])([CH3:6])[CH3:5])=[O:2])[CH:21]=[CH:20][C:19]=2[C:18]2[C:13]1=[CH:14][C:15]([NH:22][C:23]([O:25][C:26]([CH3:29])([CH3:28])[CH3:27])=[O:24])=[CH:16][CH:17]=2)=[O:33], predict the reactants needed to synthesize it. The reactants are: [C:1]([NH:8][C:9]1[CH:21]=[CH:20][C:19]2[C:18]3[C:13](=[CH:14][C:15]([NH:22][C:23]([O:25][C:26]([CH3:29])([CH3:28])[CH3:27])=[O:24])=[CH:16][CH:17]=3)[CH2:12][C:11]=2[CH:10]=1)([O:3][C:4]([CH3:7])([CH3:6])[CH3:5])=[O:2].C1C[O:33][CH2:32]C1. (4) Given the product [N:26]1([CH2:2][C@H:3]2[CH2:7][CH2:6][CH2:5][N:4]2[C:8]([C:10]2[CH:15]=[CH:14][C:13]([C:16]3[CH:21]=[CH:20][C:19]([C:22]([F:25])([F:24])[F:23])=[CH:18][CH:17]=3)=[CH:12][CH:11]=2)=[O:9])[CH2:30][CH2:29][CH2:28][CH2:27]1, predict the reactants needed to synthesize it. The reactants are: O[CH2:2][C@H:3]1[CH2:7][CH2:6][CH2:5][N:4]1[C:8]([C:10]1[CH:15]=[CH:14][C:13]([C:16]2[CH:21]=[CH:20][C:19]([C:22]([F:25])([F:24])[F:23])=[CH:18][CH:17]=2)=[CH:12][CH:11]=1)=[O:9].[NH:26]1[CH2:30][CH2:29][CH2:28][CH2:27]1. (5) Given the product [C:13]([C:2]1[CH:10]=[CH:9][CH:8]=[C:7]2[C:3]=1[CH2:4][CH2:5][C@@H:6]2[OH:11])([CH3:17])=[CH2:12], predict the reactants needed to synthesize it. The reactants are: Br[C:2]1[CH:10]=[CH:9][CH:8]=[C:7]2[C:3]=1[CH2:4][CH2:5][C@@H:6]2[OH:11].[CH3:12][C:13]1(C)[C:17](C)(C)OB(C(C)=C)O1.[O-]P([O-])([O-])=O.[K+].[K+].[K+].COCCOC.